The task is: Predict the reactants needed to synthesize the given product.. This data is from Full USPTO retrosynthesis dataset with 1.9M reactions from patents (1976-2016). Given the product [OH:19][CH2:12][C:13]([NH:18][S:8]([C:4]1[CH:5]=[N:6][CH:7]=[C:2]([C:21]#[C:20][C:22]2[CH:23]=[N:24][N:25]3[C:30]([C:31]([F:32])([F:34])[F:33])=[CH:29][C:28]([C:35]4[CH:40]=[CH:39][C:38]([C:41]([F:44])([F:42])[F:43])=[CH:37][CH:36]=4)=[N:27][C:26]=23)[CH:3]=1)(=[O:10])=[O:9])([CH2:16][OH:17])[CH2:14][OH:15], predict the reactants needed to synthesize it. The reactants are: Br[C:2]1[CH:3]=[C:4]([S:8](Cl)(=[O:10])=[O:9])[CH:5]=[N:6][CH:7]=1.[CH2:12]([OH:19])[C:13]([NH2:18])([CH2:16][OH:17])[CH2:14][OH:15].[C:20]([C:22]1[CH:23]=[N:24][N:25]2[C:30]([C:31]([F:34])([F:33])[F:32])=[CH:29][C:28]([C:35]3[CH:40]=[CH:39][C:38]([C:41]([F:44])([F:43])[F:42])=[CH:37][CH:36]=3)=[N:27][C:26]=12)#[CH:21].C(N(CC)CC)C.C1C=CC(P(C2C=CC=CC=2)C2C=CC=CC=2)=CC=1.